From a dataset of Retrosynthesis with 50K atom-mapped reactions and 10 reaction types from USPTO. Predict the reactants needed to synthesize the given product. (1) The reactants are: COc1ccc(CC(=O)O)cc1.Nc1cc2cc(-c3cn[nH]c3)ccc2cn1. Given the product COc1ccc(CC(=O)Nc2cc3cc(-c4cn[nH]c4)ccc3cn2)cc1, predict the reactants needed to synthesize it. (2) The reactants are: Brc1ncc(-c2ccccc2)s1.Nc1ccncn1. Given the product c1ccc(-c2cnc(Nc3ccncn3)s2)cc1, predict the reactants needed to synthesize it. (3) Given the product Cc1cc(Nc2nc(Sc3ccc(NC(=O)C4CC4)cc3)nc(C(=O)O)c2N)n[nH]1, predict the reactants needed to synthesize it. The reactants are: COC(=O)c1nc(Sc2ccc(NC(=O)C3CC3)cc2)nc(Nc2cc(C)[nH]n2)c1N. (4) Given the product CC(C)(O)c1ccc(-c2ccn(-c3ccc(F)cc3)n2)cn1, predict the reactants needed to synthesize it. The reactants are: CC(C)(O)c1ccc(Br)cn1.CCCC[Sn](CCCC)(CCCC)c1ccn(-c2ccc(F)cc2)n1. (5) The reactants are: COC(=O)c1ccc(C(C)Oc2ccccc2)cc1F. Given the product CC(Oc1ccccc1)c1ccc(C(=O)O)c(F)c1, predict the reactants needed to synthesize it.